This data is from Forward reaction prediction with 1.9M reactions from USPTO patents (1976-2016). The task is: Predict the product of the given reaction. (1) Given the reactants OO.[CH:3]([OH:5])=[O:4].[CH2:6]=[CH:7][CH2:8][CH2:9][CH2:10][CH2:11][CH2:12][CH2:13][CH2:14][CH2:15][CH2:16][CH2:17][CH2:18]C.CC=CCCCCCCCCCCC.CCC=CCCCCCCCCCC.CCCC=CCCCCCCCCC.CCCCC=CCCCCCCCC.CCCCCC=CCCCCCCC.CCCCCCC=CCCCCCC.[OH-].[Na+], predict the reaction product. The product is: [C:3]([OH:5])([OH:4])=[CH:18][CH2:17][CH2:16][CH2:15][CH2:14][CH2:13][CH2:12][CH2:11][CH2:10][CH2:9][CH2:8][CH2:7][CH3:6]. (2) Given the reactants [NH2:1][C:2]1[N:7]=[C:6]([N:8]2[C:16]3[C:11](=[CH:12][CH:13]=[C:14]([C:17]#[C:18][C:19]([OH:27])([C:21]4[N:26]=[CH:25][CH:24]=[CH:23][N:22]=4)[CH3:20])[CH:15]=3)[C:10]([C:28]([OH:30])=O)=[N:9]2)[CH:5]=[CH:4][N:3]=1.CN(C(ON1N=NC2C=CC=NC1=2)=[N+](C)C)C.F[P-](F)(F)(F)(F)F.C(O)(=O)C(O)=O.[CH2:61]1[C:64]2([CH2:67][NH:66][CH2:65]2)[CH2:63][O:62]1.C(N(CC)CC)C, predict the reaction product. The product is: [NH2:1][C:2]1[N:7]=[C:6]([N:8]2[C:16]3[C:11](=[CH:12][CH:13]=[C:14]([C:17]#[C:18][C:19]([C:21]4[N:26]=[CH:25][CH:24]=[CH:23][N:22]=4)([OH:27])[CH3:20])[CH:15]=3)[C:10]([C:28]([N:66]3[CH2:67][C:64]4([CH2:61][O:62][CH2:63]4)[CH2:65]3)=[O:30])=[N:9]2)[CH:5]=[CH:4][N:3]=1.